This data is from Forward reaction prediction with 1.9M reactions from USPTO patents (1976-2016). The task is: Predict the product of the given reaction. (1) Given the reactants [Br:1][C:2]1[CH:7]=[CH:6][C:5]([Cl:8])=[CH:4][C:3]=1N.N([O-])=O.[Na+].[I-:14].[K+], predict the reaction product. The product is: [Br:1][C:2]1[CH:7]=[CH:6][C:5]([Cl:8])=[CH:4][C:3]=1[I:14]. (2) Given the reactants [CH:1]1([CH2:4][O:5][C:6]2[N:11]=[C:10]([C:12]([OH:14])=O)[CH:9]=[N:8][C:7]=2[N:15]2[CH2:18][C:17]([F:20])([F:19])[CH2:16]2)[CH2:3][CH2:2]1.[NH2:21][C@@H:22]([CH2:27][CH:28]1[CH2:30][CH2:29]1)[C:23]([CH3:26])([OH:25])[CH3:24], predict the reaction product. The product is: [CH:28]1([CH2:27][C@H:22]([NH:21][C:12]([C:10]2[CH:9]=[N:8][C:7]([N:15]3[CH2:18][C:17]([F:20])([F:19])[CH2:16]3)=[C:6]([O:5][CH2:4][CH:1]3[CH2:2][CH2:3]3)[N:11]=2)=[O:14])[C:23]([OH:25])([CH3:26])[CH3:24])[CH2:30][CH2:29]1.